From a dataset of Forward reaction prediction with 1.9M reactions from USPTO patents (1976-2016). Predict the product of the given reaction. Given the reactants [CH:1]1([C:4]([C:6]2[CH:7]=[C:8]([CH:30]=[CH:31][CH:32]=2)[O:9][CH:10]2[CH2:15][N:14]([C:16]([C:18]3[CH:23]=[CH:22][CH:21]=[CH:20][C:19]=3[N:24]3[N:28]=[CH:27][CH:26]=[N:25]3)=[O:17])[CH:13]([CH3:29])[CH2:12][CH2:11]2)=[O:5])[CH2:3][CH2:2]1.[CH:33]1([Mg]Br)C[CH2:34]1, predict the reaction product. The product is: [CH:1]1([C:4]([C:6]2[CH:7]=[C:8]([CH:30]=[CH:31][CH:32]=2)[O:9][CH:10]2[CH2:15][N:14]([C:16]([C:18]3[CH:23]=[CH:22][CH:21]=[CH:20][C:19]=3[N:24]3[N:25]=[CH:26][CH:27]=[N:28]3)=[O:17])[CH:13]([CH3:29])[CH2:12][CH2:11]2)=[O:5])[CH2:3][CH2:34][CH2:33][CH2:2]1.